Task: Regression. Given two drug SMILES strings and cell line genomic features, predict the synergy score measuring deviation from expected non-interaction effect.. Dataset: NCI-60 drug combinations with 297,098 pairs across 59 cell lines (1) Drug 1: CC(CN1CC(=O)NC(=O)C1)N2CC(=O)NC(=O)C2. Drug 2: CN(C(=O)NC(C=O)C(C(C(CO)O)O)O)N=O. Cell line: NCI-H460. Synergy scores: CSS=36.8, Synergy_ZIP=0.523, Synergy_Bliss=0.155, Synergy_Loewe=-16.1, Synergy_HSA=0.248. (2) Drug 1: CS(=O)(=O)C1=CC(=C(C=C1)C(=O)NC2=CC(=C(C=C2)Cl)C3=CC=CC=N3)Cl. Drug 2: C1=CC(=CC=C1C#N)C(C2=CC=C(C=C2)C#N)N3C=NC=N3. Cell line: HS 578T. Synergy scores: CSS=8.68, Synergy_ZIP=5.48, Synergy_Bliss=15.4, Synergy_Loewe=7.00, Synergy_HSA=8.32.